Task: Predict the reaction yield, written as a fraction of the theoretical maximum amount of product (1.0 means a 100% yield; for example, 0.34 means a 34% yield).. Dataset: Reaction yield outcomes from USPTO patents with 853,638 reactions The reactants are [Cl:1][C:2]1[CH:3]=[C:4]([CH:8]=[C:9]([Cl:12])[C:10]=1[F:11])[C:5](Cl)=[O:6].ClC1C=C(C(F)(F)F)C=C(Cl)C=1F.S(=O)(=O)(O)[OH:27].ClS(O)(=O)=O. No catalyst specified. The product is [Cl:1][C:2]1[CH:3]=[C:4]([CH:8]=[C:9]([Cl:12])[C:10]=1[F:11])[C:5]([OH:27])=[O:6]. The yield is 0.490.